From a dataset of Full USPTO retrosynthesis dataset with 1.9M reactions from patents (1976-2016). Predict the reactants needed to synthesize the given product. (1) Given the product [CH3:26][O:25][C:24]1[C:3](=[O:2])[C:4]([CH3:31])=[C:5]([CH2:6][C:7]2[CH:15]=[CH:14][C:10]([C:11]([OH:13])=[O:12])=[C:9]([C:16]3[CH:21]=[CH:20][CH:19]=[CH:18][CH:17]=3)[CH:8]=2)[C:22](=[O:29])[C:23]=1[O:27][CH3:28], predict the reactants needed to synthesize it. The reactants are: C[O:2][C:3]1[C:4]([CH3:31])=[C:5]([C:22]([O:29]C)=[C:23]([O:27][CH3:28])[C:24]=1[O:25][CH3:26])[CH2:6][C:7]1[CH:15]=[CH:14][C:10]([C:11]([OH:13])=[O:12])=[C:9]([C:16]2[CH:21]=[CH:20][CH:19]=[CH:18][CH:17]=2)[CH:8]=1.O=[N+]([O-])[O-].[O-][N+](=O)[O-].[O-][N+](=O)[O-].[O-][N+](=O)[O-].[O-][N+](=O)[O-].[O-][N+](=O)[O-].[Ce+4].[NH4+].[NH4+]. (2) Given the product [CH3:1][C:2]1[N:7]=[CH:6][C:5]([N:8]2[CH:12]=[C:11]([C:13]3[CH:18]=[CH:17][CH:16]=[CH:15][N:14]=3)[N:10]=[C:9]2[C:19]2[CH:20]=[CH:21][C:22]([NH:25][C:26]3[CH:31]=[CH:30][N:29]=[CH:28][C:27]=3[NH2:32])=[CH:23][CH:24]=2)=[CH:4][CH:3]=1, predict the reactants needed to synthesize it. The reactants are: [CH3:1][C:2]1[N:7]=[CH:6][C:5]([N:8]2[CH:12]=[C:11]([C:13]3[CH:18]=[CH:17][CH:16]=[CH:15][N:14]=3)[N:10]=[C:9]2[C:19]2[CH:24]=[CH:23][C:22]([NH:25][C:26]3[CH:31]=[CH:30][N:29]=[CH:28][C:27]=3[N+:32]([O-])=O)=[CH:21][CH:20]=2)=[CH:4][CH:3]=1.[H][H]. (3) Given the product [NH2:1][C:2]1[N:7]=[CH:6][N:5]=[C:4]2[N:8]([CH:33]3[CH2:34][CH2:35][CH:36]([OH:38])[CH2:37]3)[N:9]=[C:10]([C:11]3[CH:16]=[CH:15][C:14]([NH:17][C:18](=[O:30])[C:19]4[CH:24]=[CH:23][C:22]([C:25]([F:27])([F:28])[F:26])=[CH:21][C:20]=4[F:29])=[C:13]([O:31][CH3:32])[CH:12]=3)[C:3]=12, predict the reactants needed to synthesize it. The reactants are: [NH2:1][C:2]1[N:7]=[CH:6][N:5]=[C:4]2[N:8]([CH:33]3[CH2:37][CH:36]([OH:38])[CH:35]=[CH:34]3)[N:9]=[C:10]([C:11]3[CH:16]=[CH:15][C:14]([NH:17][C:18](=[O:30])[C:19]4[CH:24]=[CH:23][C:22]([C:25]([F:28])([F:27])[F:26])=[CH:21][C:20]=4[F:29])=[C:13]([O:31][CH3:32])[CH:12]=3)[C:3]=12.[H][H].